From a dataset of Forward reaction prediction with 1.9M reactions from USPTO patents (1976-2016). Predict the product of the given reaction. Given the reactants [Cl:1][C:2]1[CH:10]=[CH:9][CH:8]=[C:7]2[C:3]=1[CH:4]([CH2:14][CH2:15][C:16]1([F:25])[CH2:21][CH2:20][CH:19]([C:22](O)=[O:23])[CH2:18][CH2:17]1)[N:5]1[CH:13]=[N:12][CH:11]=[C:6]12.O[N:27]1C(=O)CCC1=O.C1CCC(N=C=NC2CCCCC2)CC1.N.CO, predict the reaction product. The product is: [Cl:1][C:2]1[CH:10]=[CH:9][CH:8]=[C:7]2[C:3]=1[CH:4]([CH2:14][CH2:15][C:16]1([F:25])[CH2:17][CH2:18][CH:19]([C:22]([NH2:27])=[O:23])[CH2:20][CH2:21]1)[N:5]1[CH:13]=[N:12][CH:11]=[C:6]12.